Regression. Given two drug SMILES strings and cell line genomic features, predict the synergy score measuring deviation from expected non-interaction effect. From a dataset of NCI-60 drug combinations with 297,098 pairs across 59 cell lines. (1) Drug 1: CC1C(C(CC(O1)OC2CC(CC3=C2C(=C4C(=C3O)C(=O)C5=C(C4=O)C(=CC=C5)OC)O)(C(=O)CO)O)N)O. Drug 2: CC1CCC2CC(C(=CC=CC=CC(CC(C(=O)C(C(C(=CC(C(=O)CC(OC(=O)C3CCCCN3C(=O)C(=O)C1(O2)O)C(C)CC4CCC(C(C4)OC)OP(=O)(C)C)C)C)O)OC)C)C)C)OC. Cell line: NCI-H460. Synergy scores: CSS=54.5, Synergy_ZIP=2.61, Synergy_Bliss=2.10, Synergy_Loewe=2.41, Synergy_HSA=4.05. (2) Drug 1: C1CC(C1)(C2=CC=C(C=C2)C3=C(C=C4C(=N3)C=CN5C4=NNC5=O)C6=CC=CC=C6)N. Drug 2: CCC1(C2=C(COC1=O)C(=O)N3CC4=CC5=C(C=CC(=C5CN(C)C)O)N=C4C3=C2)O. Cell line: HCT116. Synergy scores: CSS=62.9, Synergy_ZIP=10.6, Synergy_Bliss=9.93, Synergy_Loewe=9.32, Synergy_HSA=11.2. (3) Drug 1: C1=CC(=CC=C1CC(C(=O)O)N)N(CCCl)CCCl.Cl. Drug 2: CCC(=C(C1=CC=CC=C1)C2=CC=C(C=C2)OCCN(C)C)C3=CC=CC=C3.C(C(=O)O)C(CC(=O)O)(C(=O)O)O. Cell line: K-562. Synergy scores: CSS=14.5, Synergy_ZIP=-1.22, Synergy_Bliss=4.37, Synergy_Loewe=-1.98, Synergy_HSA=-0.213. (4) Drug 1: C1=CN(C(=O)N=C1N)C2C(C(C(O2)CO)O)O.Cl. Drug 2: CC12CCC3C(C1CCC2O)C(CC4=C3C=CC(=C4)O)CCCCCCCCCS(=O)CCCC(C(F)(F)F)(F)F. Cell line: OVCAR-5. Synergy scores: CSS=43.1, Synergy_ZIP=1.15, Synergy_Bliss=1.06, Synergy_Loewe=-24.1, Synergy_HSA=0.944. (5) Drug 1: COC1=C(C=C2C(=C1)N=CN=C2NC3=CC(=C(C=C3)F)Cl)OCCCN4CCOCC4. Drug 2: C1=C(C(=O)NC(=O)N1)F. Cell line: K-562. Synergy scores: CSS=52.4, Synergy_ZIP=-8.89, Synergy_Bliss=-11.3, Synergy_Loewe=-9.49, Synergy_HSA=-6.73. (6) Drug 2: CC1CCC2CC(C(=CC=CC=CC(CC(C(=O)C(C(C(=CC(C(=O)CC(OC(=O)C3CCCCN3C(=O)C(=O)C1(O2)O)C(C)CC4CCC(C(C4)OC)O)C)C)O)OC)C)C)C)OC. Cell line: RPMI-8226. Drug 1: CCCS(=O)(=O)NC1=C(C(=C(C=C1)F)C(=O)C2=CNC3=C2C=C(C=N3)C4=CC=C(C=C4)Cl)F. Synergy scores: CSS=36.2, Synergy_ZIP=3.71, Synergy_Bliss=4.63, Synergy_Loewe=-11.0, Synergy_HSA=2.35.